From a dataset of Full USPTO retrosynthesis dataset with 1.9M reactions from patents (1976-2016). Predict the reactants needed to synthesize the given product. (1) Given the product [NH2:1][C:2]1[CH:11]=[CH:10][C:9]([C:12]([NH2:13])=[O:15])=[C:8]2[C:3]=1[CH:4]=[CH:5][CH:6]=[N:7]2, predict the reactants needed to synthesize it. The reactants are: [NH2:1][C:2]1[CH:11]=[CH:10][C:9]([C:12]#[N:13])=[C:8]2[C:3]=1[CH:4]=[CH:5][CH:6]=[N:7]2.S(=O)(=O)(O)[OH:15].[OH-].[Na+]. (2) Given the product [CH3:1][CH2:2][O:3][C:4]([NH:6][C:7]1[CH:12]=[CH:11][C:10]([NH:13][CH2:14][C:15]2[CH:20]=[CH:19][C:18]([F:21])=[CH:17][CH:16]=2)=[N:9][C:8]=1[NH2:22])=[O:5], predict the reactants needed to synthesize it. The reactants are: [CH3:1][CH2:2][O:3][C:4]([NH:6][C:7]1[CH:12]=[CH:11][C:10]([NH:13][CH2:14][C:15]2[CH:20]=[CH:19][C:18]([F:21])=[CH:17][CH:16]=2)=[N:9][C:8]=1[NH2:22])=[O:5].C(/C(O)=O)=C/C(O)=O.C(=O)(O)[O-].[Na+]. (3) The reactants are: [NH2:1][C@@H:2]([CH2:6][CH2:7][CH2:8][CH2:9][OH:10])[C:3]([OH:5])=[O:4].C(OP(ON1[C:25](=[O:26])[C:24]2[CH:27]=[CH:28][CH:29]=[CH:30][C:23]=2N=N1)(OCC)=O)C.N1C=CN=C1.N1CCCC1.OCCCC[C@H](NC(=O)C1C=CC=CC=1)C(=O)N1CCCC1.CC(OI1(OC(C)=O)(OC(C)=O)OC(=O)C2C=CC=CC1=2)=O.O=C(N1CCCC1)[C@@H](NC(=O)C1C=CC=CC=1)CCCC=O.C1([C@@H]2C[C@H]2N)C=CC=CC=1.C(O[BH-](OC(=O)C)OC(=O)C)(=O)C.[Na+]. Given the product [C:25]([NH:1][C@@H:2]([CH2:6][CH2:7][CH2:8][CH2:9][OH:10])[C:3]([OH:5])=[O:4])(=[O:26])[C:24]1[CH:27]=[CH:28][CH:29]=[CH:30][CH:23]=1, predict the reactants needed to synthesize it. (4) Given the product [F:1][C:2]1[C:3]([O:11][CH3:12])=[C:4]([CH:5]=[CH:6][CH:7]=1)[NH2:8], predict the reactants needed to synthesize it. The reactants are: [F:1][C:2]1[CH:7]=[CH:6][CH:5]=[C:4]([N+:8]([O-])=O)[C:3]=1[O:11][CH3:12]. (5) Given the product [Br:1][C:2]1[N:6]=[C:5]([C:7](=[O:9])[CH3:8])[N:4]([CH3:10])[N:3]=1, predict the reactants needed to synthesize it. The reactants are: [Br:1][C:2]1[N:6]=[C:5]([CH:7]([OH:9])[CH3:8])[N:4]([CH3:10])[N:3]=1.N1C=CC=CC=1.CC(OI1(OC(C)=O)(OC(C)=O)OC(=O)C2C=CC=CC1=2)=O.